Task: Regression. Given two drug SMILES strings and cell line genomic features, predict the synergy score measuring deviation from expected non-interaction effect.. Dataset: NCI-60 drug combinations with 297,098 pairs across 59 cell lines (1) Drug 1: CC1C(C(CC(O1)OC2CC(OC(C2O)C)OC3=CC4=CC5=C(C(=O)C(C(C5)C(C(=O)C(C(C)O)O)OC)OC6CC(C(C(O6)C)O)OC7CC(C(C(O7)C)O)OC8CC(C(C(O8)C)O)(C)O)C(=C4C(=C3C)O)O)O)O. Drug 2: B(C(CC(C)C)NC(=O)C(CC1=CC=CC=C1)NC(=O)C2=NC=CN=C2)(O)O. Cell line: HL-60(TB). Synergy scores: CSS=89.9, Synergy_ZIP=-0.500, Synergy_Bliss=-1.21, Synergy_Loewe=-10.2, Synergy_HSA=-0.136. (2) Drug 1: CC1=C(C=C(C=C1)NC(=O)C2=CC=C(C=C2)CN3CCN(CC3)C)NC4=NC=CC(=N4)C5=CN=CC=C5. Drug 2: C1=CC=C(C(=C1)C(C2=CC=C(C=C2)Cl)C(Cl)Cl)Cl. Cell line: HS 578T. Synergy scores: CSS=1.33, Synergy_ZIP=-0.0834, Synergy_Bliss=0.579, Synergy_Loewe=-2.13, Synergy_HSA=-0.468. (3) Drug 1: C1CN1C2=NC(=NC(=N2)N3CC3)N4CC4. Drug 2: C1=CC(=CC=C1CCC2=CNC3=C2C(=O)NC(=N3)N)C(=O)NC(CCC(=O)O)C(=O)O. Cell line: EKVX. Synergy scores: CSS=9.38, Synergy_ZIP=-3.54, Synergy_Bliss=-2.29, Synergy_Loewe=-6.25, Synergy_HSA=-4.55. (4) Drug 1: CS(=O)(=O)OCCCCOS(=O)(=O)C. Drug 2: C1C(C(OC1N2C=NC3=C2NC=NCC3O)CO)O. Cell line: IGROV1. Synergy scores: CSS=4.78, Synergy_ZIP=-1.33, Synergy_Bliss=1.34, Synergy_Loewe=1.46, Synergy_HSA=0.815. (5) Drug 1: C1=C(C(=O)NC(=O)N1)N(CCCl)CCCl. Drug 2: CC=C1C(=O)NC(C(=O)OC2CC(=O)NC(C(=O)NC(CSSCCC=C2)C(=O)N1)C(C)C)C(C)C. Cell line: SF-268. Synergy scores: CSS=78.5, Synergy_ZIP=-1.58, Synergy_Bliss=-0.378, Synergy_Loewe=-4.41, Synergy_HSA=1.20. (6) Drug 1: CC1=C(C(=CC=C1)Cl)NC(=O)C2=CN=C(S2)NC3=CC(=NC(=N3)C)N4CCN(CC4)CCO. Drug 2: CC1=C(C(=O)C2=C(C1=O)N3CC4C(C3(C2COC(=O)N)OC)N4)N. Cell line: COLO 205. Synergy scores: CSS=36.4, Synergy_ZIP=6.84, Synergy_Bliss=5.96, Synergy_Loewe=-6.83, Synergy_HSA=2.33. (7) Drug 1: CC1=CC2C(CCC3(C2CCC3(C(=O)C)OC(=O)C)C)C4(C1=CC(=O)CC4)C. Drug 2: CCN(CC)CCCC(C)NC1=C2C=C(C=CC2=NC3=C1C=CC(=C3)Cl)OC. Cell line: DU-145. Synergy scores: CSS=16.1, Synergy_ZIP=-5.76, Synergy_Bliss=0.375, Synergy_Loewe=-24.2, Synergy_HSA=-3.85.